Predict the product of the given reaction. From a dataset of Forward reaction prediction with 1.9M reactions from USPTO patents (1976-2016). (1) Given the reactants [CH2:1]([O:3][C:4]1[CH:5]=[C:6]([CH:10]=[CH:11][C:12]=1[NH:13][C:14]1[C:15]2[C:22]([CH3:23])=[CH:21][S:20][C:16]=2[N:17]=[CH:18][N:19]=1)[C:7]([NH2:9])=O)[CH3:2], predict the reaction product. The product is: [CH2:1]([O:3][C:4]1[CH:5]=[C:6]([CH:10]=[CH:11][C:12]=1[NH:13][C:14]1[C:15]2[C:22]([CH3:23])=[CH:21][S:20][C:16]=2[N:17]=[CH:18][N:19]=1)[C:7]#[N:9])[CH3:2]. (2) The product is: [OH:10][CH2:11][C@@H:12]1[C@@H:5]2[C@@H:6]([C@H:4]2[CH2:3][O:2][CH3:1])[C:7](=[O:21])[NH:8]1. Given the reactants [CH3:1][O:2][CH2:3][C@@H:4]1[C@H:6]2[C:7](=[O:21])[N:8]3[C@@H:12]([C@@H:5]12)[CH2:11][O:10][C@@H]3C1C=CC(OC)=CC=1.C1(C)C=CC(S(O)(=O)=O)=CC=1, predict the reaction product. (3) Given the reactants [NH2:1][C:2]1[C:7]([F:8])=[C:6]([CH:9]2[CH2:12][CH2:11][CH2:10]2)[N:5]=[C:4]([CH:13]=[O:14])[CH:3]=1.[Cl:15]N1C(C)(C)C(=O)N(Cl)C1=O, predict the reaction product. The product is: [NH2:1][C:2]1[C:7]([F:8])=[C:6]([CH:9]2[CH2:12][CH2:11][CH2:10]2)[N:5]=[C:4]([CH:13]=[O:14])[C:3]=1[Cl:15]. (4) Given the reactants [Cl:1][C:2]1[CH:3]=[C:4]([NH:12][C:13]2[C:18]([C:19]#[N:20])=[CH:17][N:16]=[CH:15][C:14]=2[C:21]2[O:22][C:23]3[CH:29]=[CH:28][C:27]([CH:30]=O)=[CH:26][C:24]=3[CH:25]=2)[C:5]([CH3:11])=[C:6]2[C:10]=1[NH:9][CH:8]=[CH:7]2.[CH3:32][N:33]1[CH2:38][CH2:37][NH:36][CH2:35][CH2:34]1.C(O)(=O)C.C(O[BH-](OC(=O)C)OC(=O)C)(=O)C.[Na+], predict the reaction product. The product is: [Cl:1][C:2]1[CH:3]=[C:4]([NH:12][C:13]2[C:18]([C:19]#[N:20])=[CH:17][N:16]=[CH:15][C:14]=2[C:21]2[O:22][C:23]3[CH:29]=[CH:28][C:27]([CH2:30][N:36]4[CH2:37][CH2:38][N:33]([CH3:32])[CH2:34][CH2:35]4)=[CH:26][C:24]=3[CH:25]=2)[C:5]([CH3:11])=[C:6]2[C:10]=1[NH:9][CH:8]=[CH:7]2. (5) Given the reactants [OH:1][N:2]=[CH:3][CH2:4][O:5][C@@H:6]([C@@H:10]1[CH2:14][CH2:13][CH2:12][O:11]1)[CH2:7][CH:8]=[CH2:9].C[C@@H]1C[C@H]1C1OCC2=NOCC2C1, predict the reaction product. The product is: [O:11]1[CH2:12][CH2:13][CH2:14][C@H:10]1[C@@H:6]1[O:5][CH2:4][C:3]2=[N:2][O:1][CH2:9][C@@H:8]2[CH2:7]1.